Dataset: Peptide-MHC class I binding affinity with 185,985 pairs from IEDB/IMGT. Task: Regression. Given a peptide amino acid sequence and an MHC pseudo amino acid sequence, predict their binding affinity value. This is MHC class I binding data. (1) The peptide sequence is AFWETKKNL. The MHC is HLA-A02:01 with pseudo-sequence HLA-A02:01. The binding affinity (normalized) is 0. (2) The peptide sequence is WLDQVPFSV. The MHC is HLA-A02:01 with pseudo-sequence HLA-A02:01. The binding affinity (normalized) is 0.775. (3) The peptide sequence is RQFHTAFEF. The MHC is Mamu-B52 with pseudo-sequence Mamu-B52. The binding affinity (normalized) is 0.792.